Dataset: Full USPTO retrosynthesis dataset with 1.9M reactions from patents (1976-2016). Task: Predict the reactants needed to synthesize the given product. (1) Given the product [CH:1]([O:4][CH2:5][CH2:6][NH:7][S:8]([C:11]1[C:16]([Cl:17])=[CH:15][CH:14]=[C:13]([N+:18]([O-:20])=[O:19])[C:12]=1[OH:24])(=[O:10])=[O:9])([CH3:3])[CH3:2], predict the reactants needed to synthesize it. The reactants are: [CH:1]([O:4][CH2:5][CH2:6][NH:7][S:8]([C:11]1[C:16]([Cl:17])=[CH:15][CH:14]=[C:13]([N+:18]([O-:20])=[O:19])[C:12]=1Cl)(=[O:10])=[O:9])([CH3:3])[CH3:2].[H-].[Na+].[OH2:24]. (2) Given the product [Br:1][C:2]1[CH:7]=[C:6]2[C:5](=[C:4]([CH2:14][CH3:15])[CH:3]=1)[NH:8][C:9](=[O:13])[C:10]2=[O:18], predict the reactants needed to synthesize it. The reactants are: [Br:1][C:2]1[CH:7]=[CH:6][C:5]([NH:8][C:9](=[O:13])[CH:10]=NO)=[C:4]([CH2:14][CH3:15])[CH:3]=1.C(N)(=[O:18])C.